From a dataset of Forward reaction prediction with 1.9M reactions from USPTO patents (1976-2016). Predict the product of the given reaction. Given the reactants [C:1]([N:8]1[CH2:13][CH2:12][NH:11][CH2:10][C@@H:9]1[CH2:14][OH:15])([O:3][C:4]([CH3:7])([CH3:6])[CH3:5])=[O:2].C([O-])([O-])=O.[Na+].[Na+].[C:22](O[C:22]([O:24][C:25]([CH3:28])([CH3:27])[CH3:26])=[O:23])([O:24][C:25]([CH3:28])([CH3:27])[CH3:26])=[O:23], predict the reaction product. The product is: [C:4]([O:3][C:1]([N:8]1[CH2:13][CH2:12][N:11]([C:22]([O:24][C:25]([CH3:28])([CH3:27])[CH3:26])=[O:23])[CH2:10][C@@H:9]1[CH2:14][OH:15])=[O:2])([CH3:7])([CH3:6])[CH3:5].